This data is from Forward reaction prediction with 1.9M reactions from USPTO patents (1976-2016). The task is: Predict the product of the given reaction. (1) The product is: [ClH:26].[Cl:26][C:23]1[CH:24]=[CH:25][C:20]([NH:19][C:17](=[O:18])[C:16]([NH:15][C@H:12]2[CH2:13][CH2:14][C@H:9]([C:7]([OH:8])=[O:6])[CH2:10][C@H:11]2[NH:28][C:29]([C:31]2[S:32][C:33]3[CH2:34][N:35]([CH3:40])[CH2:36][CH2:37][C:38]=3[N:39]=2)=[O:30])=[S:27])=[N:21][CH:22]=1. Given the reactants Cl.C([O:6][C:7]([C@H:9]1[CH2:14][CH2:13][C@H:12]([NH:15][C:16](=[S:27])[C:17]([NH:19][C:20]2[CH:25]=[CH:24][C:23]([Cl:26])=[CH:22][N:21]=2)=[O:18])[C@H:11]([NH:28][C:29]([C:31]2[S:32][C:33]3[CH2:34][N:35]([CH3:40])[CH2:36][CH2:37][C:38]=3[N:39]=2)=[O:30])[CH2:10]1)=[O:8])(C)(C)C, predict the reaction product. (2) Given the reactants Cl[C:2]1[CH:11]=[CH:10][CH:9]=[C:8]2[C:3]=1[CH2:4][CH2:5][C:6](=[O:12])[NH:7]2.[C-:13]#[N:14].[Na+], predict the reaction product. The product is: [O:12]=[C:6]1[CH2:5][CH2:4][C:3]2[C:2]([C:13]#[N:14])=[CH:11][CH:10]=[CH:9][C:8]=2[NH:7]1. (3) Given the reactants [CH3:1][C:2]1[N:6]2[C:7]3[CH:13]=[C:12]([CH3:14])[N:11]([CH2:15][C:16]4[CH:21]=[CH:20][C:19]([CH2:22]O)=[CH:18][CH:17]=4)[C:8]=3[CH:9]=[CH:10][C:5]2=[N:4][N:3]=1.Cl.[NH:25]1[CH2:28][CH:27]([OH:29])[CH2:26]1.C(N(C(C)C)CC)(C)C, predict the reaction product. The product is: [CH3:1][C:2]1[N:6]2[C:7]3[CH:13]=[C:12]([CH3:14])[N:11]([CH2:15][C:16]4[CH:17]=[CH:18][C:19]([CH2:22][N:25]5[CH2:28][CH:27]([OH:29])[CH2:26]5)=[CH:20][CH:21]=4)[C:8]=3[CH:9]=[CH:10][C:5]2=[N:4][N:3]=1.